Dataset: Forward reaction prediction with 1.9M reactions from USPTO patents (1976-2016). Task: Predict the product of the given reaction. The product is: [O:28]1[CH2:27][CH2:26][N:25]([CH:22]2[CH2:23][CH2:24][N:19]([C:17]([C:14]3[CH:13]=[CH:12][C:11]([C:8]4[CH:9]=[CH:10][C:5]5[N:6]([C:2]([C:45]6[CH:46]=[C:47]7[C:51](=[CH:52][CH:53]=6)[NH:50][C:49](=[O:54])[CH2:48]7)=[CH:3][N:4]=5)[N:7]=4)=[CH:16][CH:15]=3)=[O:18])[CH2:20][CH2:21]2)[CH2:30][CH2:29]1. Given the reactants Br[C:2]1[N:6]2[N:7]=[C:8]([C:11]3[CH:16]=[CH:15][C:14]([C:17]([N:19]4[CH2:24][CH2:23][CH:22]([N:25]5[CH2:30][CH2:29][O:28][CH2:27][CH2:26]5)[CH2:21][CH2:20]4)=[O:18])=[CH:13][CH:12]=3)[CH:9]=[CH:10][C:5]2=[N:4][CH:3]=1.C([O-])([O-])=O.[Cs+].[Cs+].CC1(C)C(C)(C)OB([C:45]2[CH:46]=[C:47]3[C:51](=[CH:52][CH:53]=2)[NH:50][C:49](=[O:54])[CH2:48]3)O1, predict the reaction product.